Dataset: Catalyst prediction with 721,799 reactions and 888 catalyst types from USPTO. Task: Predict which catalyst facilitates the given reaction. (1) Reactant: COC(C1C=C(COC[C@@H](C(O)=O)[NH:15][C:16]([O:18][C:19]([CH3:22])([CH3:21])[CH3:20])=[O:17])C=CC=1)=O.C[N:27]1[CH2:32][CH2:31][O:30]CC1.Cl[C:34](OCC(C)C)=[O:35]. Product: [C:19]([O:18][C:16]([NH:15][C:31](=[O:30])[C@H:32]([CH2:34][OH:35])[NH2:27])=[O:17])([CH3:22])([CH3:21])[CH3:20]. The catalyst class is: 2. (2) Reactant: [CH2:1]([O:3][C:4]1[CH:9]=[CH:8][C:7]([C:10]2(O)[CH2:15][CH2:14][CH:13]([CH:16]=[CH2:17])[CH2:12][CH2:11]2)=[C:6]([F:19])[C:5]=1[F:20])[CH3:2].C1(C)C=CC(S(O)(=O)=O)=CC=1.O. Product: [CH2:1]([O:3][C:4]1[CH:9]=[CH:8][C:7]([C:10]2[CH2:15][CH2:14][CH:13]([CH:16]=[CH2:17])[CH2:12][CH:11]=2)=[C:6]([F:19])[C:5]=1[F:20])[CH3:2]. The catalyst class is: 11. (3) Reactant: [CH2:1]([O:3][CH:4]([CH2:10][C:11]1[CH:16]=[CH:15][C:14]([O:17][CH2:18][CH2:19][CH:20]2[C:33]3[CH:32]=[CH:31][CH:30]=[CH:29][C:28]=3[O:27][C:26]3[C:21]2=[CH:22][CH:23]=[CH:24][CH:25]=3)=[CH:13][CH:12]=1)[C:5]([O:7]CC)=[O:6])[CH3:2].[OH-].[Na+]. Product: [CH2:1]([O:3][CH:4]([CH2:10][C:11]1[CH:16]=[CH:15][C:14]([O:17][CH2:18][CH2:19][CH:20]2[C:33]3[CH:32]=[CH:31][CH:30]=[CH:29][C:28]=3[O:27][C:26]3[C:21]2=[CH:22][CH:23]=[CH:24][CH:25]=3)=[CH:13][CH:12]=1)[C:5]([OH:7])=[O:6])[CH3:2]. The catalyst class is: 8. (4) Reactant: [OH:1][C:2]1[CH:10]=[CH:9][C:5]([C:6]([NH2:8])=[O:7])=[CH:4][C:3]=1[O:11][CH3:12].Br[CH2:14][C:15](=O)[CH2:16][CH3:17]. Product: [CH2:16]([C:15]1[N:8]=[C:6]([C:5]2[CH:9]=[CH:10][C:2]([OH:1])=[C:3]([O:11][CH3:12])[CH:4]=2)[O:7][CH:14]=1)[CH3:17]. The catalyst class is: 857. (5) Reactant: C(Cl)(=O)C(Cl)=O.CS(C)=O.[C:11]([O:15][C:16]([N:18]1[CH2:22][C@H:21]([OH:23])[CH2:20][C@H:19]1[CH2:24][O:25][C:26](=[O:36])[C:27]1[CH:32]=[CH:31][C:30]([N+:33]([O-:35])=[O:34])=[CH:29][CH:28]=1)=[O:17])([CH3:14])([CH3:13])[CH3:12].C(N(CC)C(C)C)(C)C. Product: [C:11]([O:15][C:16]([N:18]1[CH2:22][C:21](=[O:23])[CH2:20][C@H:19]1[CH2:24][O:25][C:26](=[O:36])[C:27]1[CH:28]=[CH:29][C:30]([N+:33]([O-:35])=[O:34])=[CH:31][CH:32]=1)=[O:17])([CH3:14])([CH3:12])[CH3:13]. The catalyst class is: 4. (6) Reactant: [N+:1]([C:4]1[CH:12]=[CH:11][C:10]([O:13][C:14]2[CH:19]=[CH:18][CH:17]=[CH:16][CH:15]=2)=[CH:9][C:5]=1[C:6]([OH:8])=O)([O-:3])=[O:2].[Cl-].[CH:21]([NH:24]C(C)C)([CH3:23])[CH3:22]. Product: [N+:1]([C:4]1[CH:12]=[CH:11][C:10]([O:13][C:14]2[CH:19]=[CH:18][CH:17]=[CH:16][CH:15]=2)=[CH:9][C:5]=1[C:6]([NH:24][CH:21]([CH3:23])[CH3:22])=[O:8])([O-:3])=[O:2]. The catalyst class is: 59. (7) Reactant: [C:1](Cl)(=[O:6])[C:2]([CH3:5])([CH3:4])[CH3:3].[NH2:8][C:9]1[CH:14]=[CH:13][N:12]=[CH:11][CH:10]=1.C(N(CC)CC)C. Product: [CH3:3][C:2]([CH3:5])([CH3:4])[C:1]([NH:8][C:9]1[CH:14]=[CH:13][N:12]=[CH:11][CH:10]=1)=[O:6]. The catalyst class is: 2.